From a dataset of Reaction yield outcomes from USPTO patents with 853,638 reactions. Predict the reaction yield, written as a fraction of the theoretical maximum amount of product (1.0 means a 100% yield; for example, 0.34 means a 34% yield). (1) The reactants are [CH2:1]([O:3][C:4](=[O:17])[C:5](=O)[CH2:6][C:7]([C:9]1[CH:14]=[CH:13][CH:12]=[C:11]([Cl:15])[CH:10]=1)=[O:8])C.Cl.[NH2:19]O. The catalyst is CO. The product is [CH3:1][O:3][C:4]([C:5]1[CH:6]=[C:7]([C:9]2[CH:14]=[CH:13][CH:12]=[C:11]([Cl:15])[CH:10]=2)[O:8][N:19]=1)=[O:17]. The yield is 0.710. (2) The reactants are [C@@H:1]1([N:10]2[C:19]3[N:18]=[CH:17][N:16]=[C:14]([NH2:15])[C:13]=3[N:12]=[CH:11]2)[O:9][C@H:6]([CH2:7][OH:8])[C@@H:4]([OH:5])[C@H:2]1[OH:3].[C:20](Cl)(=[O:27])[C:21]1[CH:26]=[CH:25][CH:24]=[CH:23][CH:22]=1. The catalyst is N1C=CC=CC=1. The product is [C:20]([CH:7]([OH:8])[C@@:6]1([C:20](=[O:27])[C:21]2[CH:26]=[CH:25][CH:24]=[CH:23][CH:22]=2)[O:9][C@@:1]([C:20](=[O:27])[C:21]2[CH:26]=[CH:25][CH:24]=[CH:23][CH:22]=2)([N:10]2[C:19]3[N:18]=[CH:17][N:16]=[C:14]([NH2:15])[C:13]=3[N:12]=[CH:11]2)[C@:2]([C:20](=[O:27])[C:21]2[CH:26]=[CH:25][CH:24]=[CH:23][CH:22]=2)([OH:3])[C@:4]1([C:20](=[O:27])[C:21]1[CH:26]=[CH:25][CH:24]=[CH:23][CH:22]=1)[OH:5])(=[O:27])[C:21]1[CH:26]=[CH:25][CH:24]=[CH:23][CH:22]=1. The yield is 0.962. (3) The reactants are [CH3:1][NH:2][S:3]([C:6]1[CH:7]=[C:8]([NH:12][C:13]2[N:18]=[CH:17][N:16]=[C:15]([NH:19][C:20]3[S:21][C:22]([C:25]([O:27]C)=[O:26])=[CH:23][N:24]=3)[CH:14]=2)[CH:9]=[CH:10][CH:11]=1)(=[O:5])=[O:4].[OH-].[Na+].Cl. The catalyst is C1COCC1.O. The product is [CH3:1][NH:2][S:3]([C:6]1[CH:7]=[C:8]([NH:12][C:13]2[N:18]=[CH:17][N:16]=[C:15]([NH:19][C:20]3[S:21][C:22]([C:25]([OH:27])=[O:26])=[CH:23][N:24]=3)[CH:14]=2)[CH:9]=[CH:10][CH:11]=1)(=[O:5])=[O:4]. The yield is 0.620.